Regression. Given a peptide amino acid sequence and an MHC pseudo amino acid sequence, predict their binding affinity value. This is MHC class II binding data. From a dataset of Peptide-MHC class II binding affinity with 134,281 pairs from IEDB. (1) The peptide sequence is RMLNILNRRRRTAGV. The MHC is DRB1_0802 with pseudo-sequence DRB1_0802. The binding affinity (normalized) is 0.386. (2) The peptide sequence is RRHGVRIRVRSGGHD. The MHC is HLA-DPA10201-DPB11401 with pseudo-sequence HLA-DPA10201-DPB11401. The binding affinity (normalized) is 0.202. (3) The peptide sequence is PFTVRYTTEGGTKTE. The MHC is HLA-DQA10501-DQB10301 with pseudo-sequence HLA-DQA10501-DQB10301. The binding affinity (normalized) is 0.371. (4) The peptide sequence is SNQVKFYFNKRLN. The MHC is DRB1_1501 with pseudo-sequence DRB1_1501. The binding affinity (normalized) is 0.225.